This data is from Peptide-MHC class II binding affinity with 134,281 pairs from IEDB. The task is: Regression. Given a peptide amino acid sequence and an MHC pseudo amino acid sequence, predict their binding affinity value. This is MHC class II binding data. (1) The peptide sequence is IRDGLQYGWKTWGKN. The MHC is DRB5_0101 with pseudo-sequence DRB5_0101. The binding affinity (normalized) is 0.556. (2) The peptide sequence is LTEHGCNRLKRMAVS. The binding affinity (normalized) is 0. The MHC is HLA-DQA10501-DQB10303 with pseudo-sequence HLA-DQA10501-DQB10303. (3) The peptide sequence is DDKFLANVSTVLTGK. The MHC is DRB1_0404 with pseudo-sequence DRB1_0404. The binding affinity (normalized) is 0.191. (4) The peptide sequence is PEFSELFAAFPSFAG. The MHC is DRB3_0101 with pseudo-sequence DRB3_0101. The binding affinity (normalized) is 0.262. (5) The peptide sequence is YDKFLANVSTLLTGK. The MHC is DRB1_1101 with pseudo-sequence DRB1_1101. The binding affinity (normalized) is 0.602. (6) The peptide sequence is AGWLAFFRDLVARGL. The MHC is HLA-DQA10501-DQB10301 with pseudo-sequence HLA-DQA10501-DQB10301. The binding affinity (normalized) is 0.174. (7) The peptide sequence is GSDPKKLVLDIKYTR. The MHC is DRB1_1101 with pseudo-sequence DRB1_1101. The binding affinity (normalized) is 0.413.